Dataset: Catalyst prediction with 721,799 reactions and 888 catalyst types from USPTO. Task: Predict which catalyst facilitates the given reaction. (1) Reactant: Br[C:2]1[S:6][C:5]2=[N:7][CH:8]=[CH:9][N:4]2[N:3]=1.[CH2:10]([NH2:13])[CH2:11][CH3:12]. Product: [S:6]1[C:2]([NH:13][CH2:10][CH2:11][CH3:12])=[N:3][N:4]2[CH:9]=[CH:8][N:7]=[C:5]12. The catalyst class is: 5. (2) Product: [NH2:17][C:12]1[CH:11]=[CH:10][C:9]([C:1]([C:2]2[CH:7]=[CH:6][CH:5]=[CH:4][CH:3]=2)=[O:8])=[CH:16][C:13]=1[CH2:14][NH:30][CH2:29][CH2:28][CH2:27][N:26]([CH:21]1[CH2:35][CH2:34][CH2:24][CH2:23][CH2:22]1)[CH3:25]. Reactant: [C:1]([C:9]1[CH:10]=[CH:11][C:12]([N+:17]([O-])=O)=[C:13]([CH:16]=1)[CH:14]=O)(=[O:8])[C:2]1[CH:7]=[CH:6][CH:5]=[CH:4][CH:3]=1.S1[CH:24]=[CH:23][CH:22]=[CH:21]1.[CH3:25][NH:26][CH2:27][CH2:28][CH2:29][NH2:30].C(=O)=O.[CH2:34]1COC[CH2:35]1. The catalyst class is: 45. (3) Reactant: [F:1][C:2]([CH:5]1[CH2:7][O:6]1)([F:4])[F:3].[CH2:8]([NH:15][CH2:16][C:17]1[CH:22]=[CH:21][CH:20]=[CH:19][CH:18]=1)[C:9]1[CH:14]=[CH:13][CH:12]=[CH:11][CH:10]=1.O.FC(F)(F)S([O-])(=O)=O.[Yb+3].FC(F)(F)S([O-])(=O)=O.FC(F)(F)S([O-])(=O)=O.C(#N)C. Product: [CH2:16]([N:15]([CH2:8][C:9]1[CH:14]=[CH:13][CH:12]=[CH:11][CH:10]=1)[CH2:7][CH:5]([OH:6])[C:2]([F:4])([F:3])[F:1])[C:17]1[CH:22]=[CH:21][CH:20]=[CH:19][CH:18]=1. The catalyst class is: 6. (4) Reactant: [CH3:1][C:2]1[CH:3]=[C:4]([CH:6]=[CH:7][C:8]=1[N:9]1[CH2:14][CH2:13][O:12][CH2:11][C:10]1=[O:15])[NH2:5].N([O-])=O.[K+].[N-:20]=[N+:21]=[N-].[Na+]. Product: [N:5]([C:4]1[CH:6]=[CH:7][C:8]([N:9]2[CH2:14][CH2:13][O:12][CH2:11][C:10]2=[O:15])=[C:2]([CH3:1])[CH:3]=1)=[N+:20]=[N-:21]. The catalyst class is: 126. (5) Reactant: [CH:1]([C:4]1[CH:9]=[CH:8][C:7]([C:10]2[N:14]([CH2:15][CH2:16][O:17][CH3:18])[C:13]3[C:19]([O:38][CH3:39])=[CH:20][C:21]([CH2:27][C:28]4[C:29](S(C)(=O)=O)=[N:30][CH:31]=[CH:32][CH:33]=4)=[C:22]([C:23]([F:26])([F:25])[F:24])[C:12]=3[N:11]=2)=[CH:6][CH:5]=1)([CH3:3])[CH3:2].[CH3:40][O:41][CH2:42][CH2:43][OH:44].[H-].[Na+]. Product: [CH:1]([C:4]1[CH:9]=[CH:8][C:7]([C:10]2[N:14]([CH2:15][CH2:16][O:17][CH3:18])[C:13]3[C:19]([O:38][CH3:39])=[CH:20][C:21]([CH2:27][C:28]4[C:29]([O:44][CH2:43][CH2:42][O:41][CH3:40])=[N:30][CH:31]=[CH:32][CH:33]=4)=[C:22]([C:23]([F:26])([F:25])[F:24])[C:12]=3[N:11]=2)=[CH:6][CH:5]=1)([CH3:3])[CH3:2]. The catalyst class is: 12. (6) Reactant: ClC(N(C)C)=C(C)C.[N:9]1([C:13]([C:15]2[N:20]=[CH:19][C:18]([O:21][C:22]3[CH:23]=[C:24]([CH:28]=[C:29]([O:31][C@H:32]4[CH2:36][CH2:35][O:34][CH2:33]4)[CH:30]=3)[C:25]([OH:27])=O)=[CH:17][CH:16]=2)=[O:14])[CH2:12][CH2:11][CH2:10]1.Cl.[F:38][CH:39]([F:46])[N:40]1[CH:44]=[CH:43][C:42]([NH2:45])=[N:41]1.CCN(C(C)C)C(C)C. Product: [N:9]1([C:13]([C:15]2[N:20]=[CH:19][C:18]([O:21][C:22]3[CH:23]=[C:24]([CH:28]=[C:29]([O:31][C@H:32]4[CH2:36][CH2:35][O:34][CH2:33]4)[CH:30]=3)[C:25]([NH:45][C:42]3[CH:43]=[CH:44][N:40]([CH:39]([F:46])[F:38])[N:41]=3)=[O:27])=[CH:17][CH:16]=2)=[O:14])[CH2:10][CH2:11][CH2:12]1. The catalyst class is: 2.